This data is from Full USPTO retrosynthesis dataset with 1.9M reactions from patents (1976-2016). The task is: Predict the reactants needed to synthesize the given product. The reactants are: [CH3:1][O:2][C:3]([C:5]1[C:9](N)=[CH:8][N:7]([CH:11]2[CH2:16][CH2:15][CH2:14][CH2:13][O:12]2)[N:6]=1)=[O:4].C(Cl)CCl.C1C=CC2N(O)N=NC=2C=1.FC1C=CC=C(F)C=1C(O)=O. Given the product [CH3:1][O:2][C:3]([C:5]1[CH:9]=[CH:8][N:7]([CH:11]2[CH2:16][CH2:15][CH2:14][CH2:13][O:12]2)[N:6]=1)=[O:4], predict the reactants needed to synthesize it.